From a dataset of Forward reaction prediction with 1.9M reactions from USPTO patents (1976-2016). Predict the product of the given reaction. (1) Given the reactants Cl[C:2]1[N:10]=[C:9]2[C:5]([N:6]=[CH:7][N:8]2[C@@H:11]2[CH2:15][C@H:14]([NH:16][C:17](=[O:20])[CH2:18][CH3:19])[C@@H:13]([OH:21])[C@H:12]2[OH:22])=[C:4]([NH:23][C@@H:24]2[CH2:28][CH2:27][N:26]([C:29]3[N:37]=[C:36]4[C:32]([N:33]=[CH:34][N:35]4[C@@H:38]4[CH2:42][C@H:41]([NH:43][C:44](=[O:47])[CH2:45][CH3:46])[C@@H:40]([OH:48])[C@H:39]4[OH:49])=[C:31]([NH:50][CH2:51][CH:52]([C:59]4[CH:64]=[CH:63][CH:62]=[CH:61][CH:60]=4)[C:53]4[CH:58]=[CH:57][CH:56]=[CH:55][CH:54]=4)[N:30]=3)[CH2:25]2)[N:3]=1.[N:65]1[CH:70]=[CH:69][CH:68]=[C:67]([NH:71][C:72]([NH:74][C@@H:75]2[CH2:79][CH2:78][NH:77][CH2:76]2)=[O:73])[CH:66]=1, predict the reaction product. The product is: [N:65]1[CH:70]=[CH:69][CH:68]=[C:67]([NH:71][C:72](=[O:73])[NH:74][C@@H:75]2[CH2:79][CH2:78][N:77]([C:2]3[N:10]=[C:9]4[C:5]([N:6]=[CH:7][N:8]4[C@@H:11]4[CH2:15][C@H:14]([NH:16][C:17](=[O:20])[CH2:18][CH3:19])[C@@H:13]([OH:21])[C@H:12]4[OH:22])=[C:4]([NH:23][C@@H:24]4[CH2:28][CH2:27][N:26]([C:29]5[N:37]=[C:36]6[C:32]([N:33]=[CH:34][N:35]6[C@@H:38]6[CH2:42][C@H:41]([NH:43][C:44](=[O:47])[CH2:45][CH3:46])[C@@H:40]([OH:48])[C@H:39]6[OH:49])=[C:31]([NH:50][CH2:51][CH:52]([C:53]6[CH:54]=[CH:55][CH:56]=[CH:57][CH:58]=6)[C:59]6[CH:64]=[CH:63][CH:62]=[CH:61][CH:60]=6)[N:30]=5)[CH2:25]4)[N:3]=3)[CH2:76]2)[CH:66]=1. (2) Given the reactants CC(C)=O.[OH:5][CH2:6][CH:7]1[CH2:12][CH2:11][CH2:10][CH2:9][N:8]1[CH2:13][CH2:14][O:15][C:16]1[CH:21]=[CH:20][C:19]([OH:22])=[CH:18][CH:17]=1.C(OC1C=CC(OCC[N:38]2C[CH2:42][CH2:41][CH2:40][CH:39]2CO)=CC=1)C1C=CC=CC=1.C(O)C.[C:51]([O:54][CH2:55][CH3:56])(=O)C, predict the reaction product. The product is: [O:54]1[C:55]2[CH:56]=[CH:42][CH:41]=[CH:40][C:39]=2[N:38]=[C:51]1[O:22][C:19]1[CH:18]=[CH:17][C:16]([O:15][CH2:14][CH2:13][N:8]2[CH2:9][CH2:10][CH2:11][CH2:12][CH:7]2[CH2:6][OH:5])=[CH:21][CH:20]=1. (3) Given the reactants [N:1]1([CH2:7][CH2:8][NH2:9])[CH2:6][CH2:5][CH2:4][CH2:3][CH2:2]1.Cl[C:11]1[N:12]=[N+:13]([O-:22])[C:14]2[CH:20]=[CH:19][C:18]([CH3:21])=[CH:17][C:15]=2[N:16]=1, predict the reaction product. The product is: [CH3:21][C:18]1[CH:19]=[CH:20][C:14]2[N+:13]([O-:22])=[N:12][C:11]([NH:9][CH2:8][CH2:7][N:1]3[CH2:6][CH2:5][CH2:4][CH2:3][CH2:2]3)=[N:16][C:15]=2[CH:17]=1. (4) Given the reactants Cl.[CH3:2][C:3]1[C:7]([CH2:8][N:9]2[CH:13]=[C:12]([NH2:14])[CH:11]=[N:10]2)=[C:6]([CH3:15])[O:5][N:4]=1.[C:16](=O)(OC1C=CC=CN=1)[O:17]C1C=CC=CN=1.C(N(CC)CC)C, predict the reaction product. The product is: [N:14]([C:12]1[CH:11]=[N:10][N:9]([CH2:8][C:7]2[C:3]([CH3:2])=[N:4][O:5][C:6]=2[CH3:15])[CH:13]=1)=[C:16]=[O:17].